From a dataset of Catalyst prediction with 721,799 reactions and 888 catalyst types from USPTO. Predict which catalyst facilitates the given reaction. (1) Reactant: [CH3:1][C:2]1[C:6]([CH2:7][OH:8])=[CH:5][N:4]([C:9]2[CH:14]=[CH:13][C:12]([C:15]([F:18])([F:17])[F:16])=[CH:11][N:10]=2)[N:3]=1.O[C:20]1[CH:25]=[CH:24][C:23]([CH2:26][CH2:27][C:28]([O:30]CC)=[O:29])=[C:22]([CH3:33])[CH:21]=1.C1(P(C2C=CC=CC=2)C2C=CC=CC=2)C=CC=CC=1.N(C(OCC)=O)=NC(OCC)=O. Product: [CH3:33][C:22]1[CH:21]=[C:20]([O:8][CH2:7][C:6]2[C:2]([CH3:1])=[N:3][N:4]([C:9]3[CH:14]=[CH:13][C:12]([C:15]([F:18])([F:16])[F:17])=[CH:11][N:10]=3)[CH:5]=2)[CH:25]=[CH:24][C:23]=1[CH2:26][CH2:27][C:28]([OH:30])=[O:29]. The catalyst class is: 359. (2) Product: [CH:5]([NH:14][C:13]1[CH:15]=[CH:16][CH:17]=[CH:18][C:12]=1[F:11])=[O:7]. The catalyst class is: 7. Reactant: C(O[C:5](=[O:7])C)(=O)C.C(O)=O.[F:11][C:12]1[CH:18]=[CH:17][CH:16]=[CH:15][C:13]=1[NH2:14]. (3) Reactant: [Br:1][C:2]1[CH:10]=[C:9]([F:11])[CH:8]=[C:7]2[C:3]=1[C:4]([S:21][C:22]1[CH:27]=[CH:26][C:25]([Cl:28])=[CH:24][CH:23]=1)=[C:5]1[CH:15]([CH2:16][C:17]([O:19]C)=[O:18])[CH2:14][CH2:13][CH2:12][N:6]12.C1COCC1.CO.[Li+].[OH-]. Product: [Br:1][C:2]1[CH:10]=[C:9]([F:11])[CH:8]=[C:7]2[C:3]=1[C:4]([S:21][C:22]1[CH:23]=[CH:24][C:25]([Cl:28])=[CH:26][CH:27]=1)=[C:5]1[CH:15]([CH2:16][C:17]([OH:19])=[O:18])[CH2:14][CH2:13][CH2:12][N:6]12. The catalyst class is: 52. (4) Reactant: Br[C:2]1[CH:7]=[C:6]([N+:8]([O-:10])=[O:9])[CH:5]=[C:4]([N+:11]([O-:13])=[O:12])[CH:3]=1.[C:14]1(B(O)O)[CH2:18][CH2:17][CH2:16][CH:15]=1.C(=O)([O-])[O-].[K+].[K+]. Product: [C:14]1([C:2]2[CH:7]=[C:6]([N+:8]([O-:10])=[O:9])[CH:5]=[C:4]([N+:11]([O-:13])=[O:12])[CH:3]=2)[CH2:18][CH2:17][CH2:16][CH:15]=1. The catalyst class is: 70. (5) Reactant: [CH3:1][O:2][C:3]([C:5]1[CH:10]=[C:9]([Br:11])[C:8](=[O:12])[N:7]([CH2:13][CH:14]2[CH2:19][CH2:18][O:17][CH2:16][CH2:15]2)[C:6]=1[CH3:20])=[O:4].[Br:21]N1C(=O)CCC1=O.C(OOC(=O)C1C=CC=CC=1)(=O)C1C=CC=CC=1. Product: [CH3:1][O:2][C:3]([C:5]1[CH:10]=[C:9]([Br:11])[C:8](=[O:12])[N:7]([CH2:13][CH:14]2[CH2:19][CH2:18][O:17][CH2:16][CH2:15]2)[C:6]=1[CH2:20][Br:21])=[O:4]. The catalyst class is: 53. (6) Reactant: F[C:2]1[C:3]([C:8]([O:10][CH2:11][CH3:12])=[O:9])=[N:4][CH:5]=[CH:6][CH:7]=1.C(N(CC)CC)C.[O:20]1[CH2:23][CH:22]([NH2:24])[CH2:21]1. The catalyst class is: 16. Product: [O:20]1[CH2:23][CH:22]([NH:24][C:2]2[C:3]([C:8]([O:10][CH2:11][CH3:12])=[O:9])=[N:4][CH:5]=[CH:6][CH:7]=2)[CH2:21]1.